Task: Predict which catalyst facilitates the given reaction.. Dataset: Catalyst prediction with 721,799 reactions and 888 catalyst types from USPTO (1) Reactant: [Br:1]N1C(=O)CCC1=O.[C:9]([C:12]1[CH:17]=[CH:16][C:15]([NH:18][C:19](=[O:21])[CH3:20])=[CH:14][C:13]=1[O:22][CH2:23][C:24]1[CH:29]=[CH:28][CH:27]=[CH:26][CH:25]=1)(=[O:11])[CH3:10]. Product: [C:9]([C:12]1[C:13]([O:22][CH2:23][C:24]2[CH:29]=[CH:28][CH:27]=[CH:26][CH:25]=2)=[CH:14][C:15]([NH:18][C:19](=[O:21])[CH3:20])=[C:16]([Br:1])[CH:17]=1)(=[O:11])[CH3:10]. The catalyst class is: 85. (2) Reactant: [NH2:1][CH2:2][C:3]1[C:4]([NH2:10])=[N:5][C:6]([CH3:9])=[N:7][CH:8]=1.C(N(CC)CC)C.[CH3:18][C:19]([O:22][C:23](O[C:23]([O:22][C:19]([CH3:21])([CH3:20])[CH3:18])=[O:24])=[O:24])([CH3:21])[CH3:20]. Product: [C:19]([O:22][C:23](=[O:24])[NH:1][CH2:2][C:3]1[C:4]([NH2:10])=[N:5][C:6]([CH3:9])=[N:7][CH:8]=1)([CH3:21])([CH3:20])[CH3:18]. The catalyst class is: 61. (3) Reactant: [NH2:1][C:2]1[N:6]([CH3:7])[N:5]=[CH:4][C:3]=1[C:8]([O:10][CH2:11][CH3:12])=[O:9].[Br:13][C:14]1[CH:22]=[CH:21][C:17]([C:18](Cl)=[O:19])=[CH:16][CH:15]=1.CCN(C(C)C)C(C)C. Product: [Br:13][C:14]1[CH:22]=[CH:21][C:17]([C:18]([NH:1][C:2]2[N:6]([CH3:7])[N:5]=[CH:4][C:3]=2[C:8]([O:10][CH2:11][CH3:12])=[O:9])=[O:19])=[CH:16][CH:15]=1. The catalyst class is: 11. (4) Reactant: [C:1]([SiH2:5][O:6][C:7]([C:37]1[CH:42]=[CH:41][CH:40]=[CH:39][CH:38]=1)([C:31]1[CH:36]=[CH:35][CH:34]=[CH:33][CH:32]=1)[C:8]([NH:12][C:13](=[O:30])[CH:14]([O:17][C:18]1[CH:19]=[C:20]2[C:25](=[CH:26][CH:27]=1)[N:24]=[CH:23][C:22]([C:28]#[CH:29])=[CH:21]2)[S:15][CH3:16])([CH3:11])[CH2:9][OH:10])([CH3:4])([CH3:3])[CH3:2].CC(OI1(OC(C)=O)(OC(C)=O)OC(=O)C2C=CC=CC1=2)=O. Product: [C:1]([SiH2:5][O:6][C:7]([C:37]1[CH:42]=[CH:41][CH:40]=[CH:39][CH:38]=1)([C:31]1[CH:32]=[CH:33][CH:34]=[CH:35][CH:36]=1)[C:8]([NH:12][C:13](=[O:30])[CH:14]([O:17][C:18]1[CH:19]=[C:20]2[C:25](=[CH:26][CH:27]=1)[N:24]=[CH:23][C:22]([C:28]#[CH:29])=[CH:21]2)[S:15][CH3:16])([CH3:11])[CH:9]=[O:10])([CH3:2])([CH3:3])[CH3:4]. The catalyst class is: 4. (5) Reactant: [NH2:1][C:2]1[CH:3]=[C:4]([CH:15]=[CH:16][C:17]=1[NH2:18])[C:5]([NH:7][C:8]1[CH:13]=[CH:12][C:11]([Br:14])=[CH:10][CH:9]=1)=[O:6].[Cl:19][C:20]1[CH:25]=[CH:24][CH:23]=[C:22]([N:26]=[C:27]=S)[C:21]=1[C:29]([F:32])([F:31])[F:30].C1CCC(N=C=NC2CCCCC2)CC1. Product: [Br:14][C:11]1[CH:10]=[CH:9][C:8]([NH:7][C:5]([C:4]2[CH:15]=[CH:16][C:17]3[NH:18][C:27]([NH:26][C:22]4[CH:23]=[CH:24][CH:25]=[C:20]([Cl:19])[C:21]=4[C:29]([F:32])([F:30])[F:31])=[N:1][C:2]=3[CH:3]=2)=[O:6])=[CH:13][CH:12]=1. The catalyst class is: 3. (6) Reactant: [C:1]([O:5][C:6]([N:8]1[CH2:11][CH:10]([C:12](=O)[C:13]2[CH:18]=[CH:17][CH:16]=[CH:15][C:14]=2[O:19][CH3:20])[CH2:9]1)=[O:7])([CH3:4])([CH3:3])[CH3:2].[BH4-].[Na+].C(=O)(O)[O-].[Na+].CCOC(C)=O. Product: [C:1]([O:5][C:6]([N:8]1[CH2:11][CH:10]([CH2:12][C:13]2[CH:18]=[CH:17][CH:16]=[CH:15][C:14]=2[O:19][CH3:20])[CH2:9]1)=[O:7])([CH3:3])([CH3:4])[CH3:2]. The catalyst class is: 5. (7) Reactant: [F:1][C:2]1[CH:20]=[CH:19][C:18]([CH3:21])=[CH:17][C:3]=1[O:4][C:5]1[CH:6]=[CH:7][C:8]2[N:12]=[C:11]([CH2:13][OH:14])[N:10]([CH3:15])[C:9]=2[CH:16]=1.O[C:23]1[CH:24]=[C:25]([CH:30]=[CH:31][CH:32]=1)[C:26]([O:28][CH3:29])=[O:27].C(P(CCCC)CCCC)CCC.N(C(N1CCCCC1)=O)=NC(N1CCCCC1)=O. Product: [F:1][C:2]1[CH:20]=[CH:19][C:18]([CH3:21])=[CH:17][C:3]=1[O:4][C:5]1[CH:6]=[CH:7][C:8]2[N:12]=[C:11]([CH2:13][O:14][C:23]3[CH:24]=[C:25]([CH:30]=[CH:31][CH:32]=3)[C:26]([O:28][CH3:29])=[O:27])[N:10]([CH3:15])[C:9]=2[CH:16]=1. The catalyst class is: 4.